This data is from Forward reaction prediction with 1.9M reactions from USPTO patents (1976-2016). The task is: Predict the product of the given reaction. (1) The product is: [CH3:26][C:27]1[C:31]([C:2]2[N:7]=[N:6][C:5]([C:8]3[C:16]4[C:11](=[N:12][CH:13]=[CH:14][CH:15]=4)[N:10]([CH2:17][C:18]4[CH:23]=[CH:22][CH:21]=[CH:20][C:19]=4[F:24])[N:9]=3)=[N:4][C:3]=2[NH2:25])=[C:30]([CH3:35])[O:29][N:28]=1. Given the reactants Cl[C:2]1[N:7]=[N:6][C:5]([C:8]2[C:16]3[C:11](=[N:12][CH:13]=[CH:14][CH:15]=3)[N:10]([CH2:17][C:18]3[CH:23]=[CH:22][CH:21]=[CH:20][C:19]=3[F:24])[N:9]=2)=[N:4][C:3]=1[NH2:25].[CH3:26][C:27]1[C:31](B(O)O)=[C:30]([CH3:35])[O:29][N:28]=1.C(=O)([O-])[O-].[K+].[K+].C1(P(C2CCCCC2)C2CCCCC2)CCCCC1, predict the reaction product. (2) Given the reactants [C:1]1([CH2:7][CH2:8][CH2:9][CH2:10][CH2:11][CH2:12][C:13]([C:15]2[O:16][C:17]([C:20]3[CH:29]=[CH:28][C:23]([C:24]([O:26]C)=[O:25])=[CH:22][N:21]=3)=[CH:18][N:19]=2)=[O:14])[CH:6]=[CH:5][CH:4]=[CH:3][CH:2]=1, predict the reaction product. The product is: [C:1]1([CH2:7][CH2:8][CH2:9][CH2:10][CH2:11][CH2:12][C:13]([C:15]2[O:16][C:17]([C:20]3[CH:29]=[CH:28][C:23]([C:24]([OH:26])=[O:25])=[CH:22][N:21]=3)=[CH:18][N:19]=2)=[O:14])[CH:6]=[CH:5][CH:4]=[CH:3][CH:2]=1. (3) The product is: [CH2:13]([C:15]1([C:26]2[CH:31]=[CH:30][CH:29]=[CH:28][N:27]=2)[N:20]2[C:2](=[O:4])[NH:25][C:21]3=[CH:22][CH:23]=[CH:24][C:18](=[C:19]23)[O:17][CH2:16]1)[CH3:14]. Given the reactants Cl[C:2](Cl)([O:4]C(=O)OC(Cl)(Cl)Cl)Cl.[CH2:13]([C:15]1([C:26]2[CH:31]=[CH:30][CH:29]=[CH:28][N:27]=2)[NH:20][C:19]2=[C:21]([NH2:25])[CH:22]=[CH:23][CH:24]=[C:18]2[O:17][CH2:16]1)[CH3:14], predict the reaction product. (4) Given the reactants [NH2:1][C:2]1[CH:3]=[CH:4][C:5]([F:28])=[C:6]([C@:8]2([CH3:27])[CH2:13][N:12]3[C:14]([Cl:18])=[C:15]([Cl:17])[N:16]=[C:11]3[C:10]([NH:19][C:20](=[O:26])[O:21][C:22]([CH3:25])([CH3:24])[CH3:23])=[N:9]2)[CH:7]=1.[CH3:29][O:30][C:31]1[N:32]=[CH:33][C:34]([C:37](O)=[O:38])=[N:35][CH:36]=1, predict the reaction product. The product is: [Cl:17][C:15]1[N:16]=[C:11]2[C:10]([NH:19][C:20](=[O:26])[O:21][C:22]([CH3:24])([CH3:23])[CH3:25])=[N:9][C@@:8]([C:6]3[CH:7]=[C:2]([NH:1][C:37]([C:34]4[CH:33]=[N:32][C:31]([O:30][CH3:29])=[CH:36][N:35]=4)=[O:38])[CH:3]=[CH:4][C:5]=3[F:28])([CH3:27])[CH2:13][N:12]2[C:14]=1[Cl:18]. (5) Given the reactants [CH2:1]([C:5]([C:14]1[CH:19]=[CH:18][C:17]([F:20])=[CH:16][CH:15]=1)([CH2:10][CH2:11][CH2:12][CH3:13])[C:6]([O:8]C)=[O:7])[CH2:2][CH2:3][CH3:4].C1(C(CCC)(CCC)C(OC)=O)C=CC=CC=1, predict the reaction product. The product is: [CH2:1]([C:5]([C:14]1[CH:15]=[CH:16][C:17]([F:20])=[CH:18][CH:19]=1)([CH2:10][CH2:11][CH2:12][CH3:13])[C:6]([OH:8])=[O:7])[CH2:2][CH2:3][CH3:4]. (6) Given the reactants [C:1]([O:4][CH2:5][C:6]1[C:11]([N:12]2[C:24](=[O:25])[C:23]3[S:22][C:21]4[CH2:20][CH2:19][CH2:18][CH2:17][C:16]=4[C:15]=3[CH2:14][CH2:13]2)=[CH:10][C:9]([F:26])=[CH:8][C:7]=1[C:27]1[CH:32]=[C:31]([N:33]([C:41]2[CH:45]=[C:44]([CH:46]3[CH2:49][NH:48][CH2:47]3)[NH:43][N:42]=2)C(OC(C)(C)C)=O)[C:30](=[O:50])[N:29]([CH3:51])[CH:28]=1)(=[O:3])[CH3:2].Cl.O1CCOCC1, predict the reaction product. The product is: [C:1]([O:4][CH2:5][C:6]1[C:11]([N:12]2[C:24](=[O:25])[C:23]3[S:22][C:21]4[CH2:20][CH2:19][CH2:18][CH2:17][C:16]=4[C:15]=3[CH2:14][CH2:13]2)=[CH:10][C:9]([F:26])=[CH:8][C:7]=1[C:27]1[CH:32]=[C:31]([NH:33][C:41]2[CH:45]=[C:44]([CH:46]3[CH2:47][NH:48][CH2:49]3)[NH:43][N:42]=2)[C:30](=[O:50])[N:29]([CH3:51])[CH:28]=1)(=[O:3])[CH3:2]. (7) Given the reactants CN(C(ON1N=NC2C=CC=NC1=2)=[N+](C)C)C.F[P-](F)(F)(F)(F)F.[C:25]([O:29][C:30]([NH:32][C:33]1[C:42]2[C:37](=[CH:38][CH:39]=[CH:40][CH:41]=2)[C:36]([O:43][C:44]2[CH:49]=[CH:48][N:47]=[C:46]([NH:50][C:51]3[CH:52]=[C:53]([CH:57]=[C:58]([C:60]#[CH:61])[CH:59]=3)[C:54](O)=[O:55])[CH:45]=2)=[CH:35][CH:34]=1)=[O:31])([CH3:28])([CH3:27])[CH3:26].[CH3:62][O:63][CH2:64][CH2:65][O:66][CH2:67][CH2:68][NH2:69].CCN(C(C)C)C(C)C, predict the reaction product. The product is: [C:25]([O:29][C:30](=[O:31])[NH:32][C:33]1[C:42]2[C:37](=[CH:38][CH:39]=[CH:40][CH:41]=2)[C:36]([O:43][C:44]2[CH:49]=[CH:48][N:47]=[C:46]([NH:50][C:51]3[CH:52]=[C:53]([C:54](=[O:55])[NH:69][CH2:68][CH2:67][O:66][CH2:65][CH2:64][O:63][CH3:62])[CH:57]=[C:58]([C:60]#[CH:61])[CH:59]=3)[CH:45]=2)=[CH:35][CH:34]=1)([CH3:28])([CH3:27])[CH3:26].